From a dataset of Catalyst prediction with 721,799 reactions and 888 catalyst types from USPTO. Predict which catalyst facilitates the given reaction. (1) Product: [C:2]([C:4]1[CH:5]=[CH:6][C:7]([CH:8]=[C:48]2[CH2:49][CH2:50][N:45]([C:38]([O:40][C:41]([CH3:44])([CH3:43])[CH3:42])=[O:39])[CH2:46][CH2:47]2)=[CH:19][CH:20]=1)#[N:3]. The catalyst class is: 1. Reactant: [Br-].[C:2]([C:4]1[CH:20]=[CH:19][C:7]([CH2:8][P+](OCC)(OCC)OCC)=[CH:6][CH:5]=1)#[N:3].C1OCCOCCOCCOCCOC1.[H-].[Na+].[C:38]([N:45]1[CH2:50][CH2:49][C:48](=O)[CH2:47][CH2:46]1)([O:40][C:41]([CH3:44])([CH3:43])[CH3:42])=[O:39]. (2) Reactant: [Na+].[Cl:2][C:3]1[C:4]([C:22]([NH:24][CH2:25][C:26]23[CH2:35][CH:30]4[CH2:31][CH:32]([CH2:34][CH:28]([CH2:29]4)[CH2:27]2)[CH2:33]3)=[O:23])=[C:5]2[C:10](=[CH:11][CH:12]=1)[N:9]=[C:8]([N:13]1[CH2:18][CH2:17][CH:16]([C:19]([O-])=[O:20])[CH2:15][CH2:14]1)[CH:7]=[CH:6]2.CN(C(ON1N=NC2C=CC=NC1=2)=[N+](C)C)C.F[P-](F)(F)(F)(F)F.[S:60]([NH2:64])(N)(=[O:62])=[O:61].[CH3:65]N(C1C=CC=CN=1)C. Product: [Cl:2][C:3]1[CH:12]=[CH:11][C:10]2[N:9]=[C:8]([N:13]3[CH2:14][CH2:15][CH:16]([C:19]([NH:64][S:60]([CH3:65])(=[O:62])=[O:61])=[O:20])[CH2:17][CH2:18]3)[CH:7]=[CH:6][C:5]=2[C:4]=1[C:22]([NH:24][CH2:25][C:26]12[CH2:35][CH:30]3[CH2:31][CH:32]([CH2:34][CH:28]([CH2:29]3)[CH2:27]1)[CH2:33]2)=[O:23]. The catalyst class is: 489. (3) Reactant: C(O)(=O)C.[NH2:5][CH2:6][C@H:7]([OH:20])[CH2:8][O:9][C:10]1[C:18]2[NH:17][C:16](=[O:19])[NH:15][C:14]=2[CH:13]=[CH:12][CH:11]=1.O=[C:22]1[CH2:27][CH2:26][N:25]([C:28]2[CH:33]=[CH:32][C:31]([S:34]([N:37]3[CH2:41][C:40](=[O:42])[NH:39][C:38]3=[O:43])(=[O:36])=[O:35])=[CH:30][CH:29]=2)[CH2:24][CH2:23]1.C(O[BH-](OC(=O)C)OC(=O)C)(=O)C.[Na+]. Product: [OH:20][C@H:7]([CH2:8][O:9][C:10]1[C:18]2[NH:17][C:16](=[O:19])[NH:15][C:14]=2[CH:13]=[CH:12][CH:11]=1)[CH2:6][NH:5][CH:22]1[CH2:23][CH2:24][N:25]([C:28]2[CH:29]=[CH:30][C:31]([S:34]([N:37]3[CH2:41][C:40](=[O:42])[NH:39][C:38]3=[O:43])(=[O:36])=[O:35])=[CH:32][CH:33]=2)[CH2:26][CH2:27]1. The catalyst class is: 9. (4) Reactant: [OH:1][CH2:2][C@H:3]1[CH2:7][O:6][C:5](=[O:8])[NH:4]1.N1C=CN=C1.[Si:14](Cl)([C:17]([CH3:20])([CH3:19])[CH3:18])([CH3:16])[CH3:15]. Product: [Si:14]([O:1][CH2:2][C@H:3]1[CH2:7][O:6][C:5](=[O:8])[NH:4]1)([C:17]([CH3:20])([CH3:19])[CH3:18])([CH3:16])[CH3:15]. The catalyst class is: 288.